Dataset: Catalyst prediction with 721,799 reactions and 888 catalyst types from USPTO. Task: Predict which catalyst facilitates the given reaction. (1) Reactant: [O:1]1[C:5]2[CH:6]=[CH:7][C:8]([C:10]3[C:11]([O:35][CH2:36][CH2:37][O:38][C:39]4[N:44]=[CH:43][C:42]([Cl:45])=[CH:41][N:40]=4)=[N:12][N:13]([CH3:34])[C:14]=3[N:15](S(C3C=CC=CC=3)(=O)=O)[S:16]([C:19]3[CH:24]=[CH:23][CH:22]=[CH:21][CH:20]=3)(=[O:18])=[O:17])=[CH:9][C:4]=2[O:3][CH2:2]1.[Na]. Product: [O:1]1[C:5]2[CH:6]=[CH:7][C:8]([C:10]3[C:11]([O:35][CH2:36][CH2:37][O:38][C:39]4[N:44]=[CH:43][C:42]([Cl:45])=[CH:41][N:40]=4)=[N:12][N:13]([CH3:34])[C:14]=3[NH:15][S:16]([C:19]3[CH:20]=[CH:21][CH:22]=[CH:23][CH:24]=3)(=[O:18])=[O:17])=[CH:9][C:4]=2[O:3][CH2:2]1. The catalyst class is: 5. (2) Reactant: [OH:1][C:2]1[C:11]2[C:6](=[CH:7][C:8]([CH2:12][C:13]3[CH:18]=[CH:17][CH:16]=[CH:15][CH:14]=3)=[CH:9][N:10]=2)[NH:5][C:4](=[O:19])[C:3]=1[C:20](OCC)=[O:21].[CH2:25]([NH2:33])[CH2:26][C:27]1[CH:32]=[CH:31][CH:30]=[CH:29][CH:28]=1. Product: [OH:1][C:2]1[C:11]2[C:6](=[CH:7][C:8]([CH2:12][C:13]3[CH:18]=[CH:17][CH:16]=[CH:15][CH:14]=3)=[CH:9][N:10]=2)[NH:5][C:4](=[O:19])[C:3]=1[C:20]([NH:33][CH2:25][CH2:26][C:27]1[CH:32]=[CH:31][CH:30]=[CH:29][CH:28]=1)=[O:21]. The catalyst class is: 2. (3) Reactant: [C:1]([O:5][C:6]([N:8]1[CH2:13][CH2:12][CH:11]([C:14]2[CH:19]=[C:18]([F:20])[CH:17]=[CH:16][C:15]=2[OH:21])[CH2:10][CH2:9]1)=[O:7])([CH3:4])([CH3:3])[CH3:2].[H-].[Na+].C1C=CC(N([S:31]([C:34]([F:37])([F:36])[F:35])(=[O:33])=[O:32])[S:31]([C:34]([F:37])([F:36])[F:35])(=[O:33])=[O:32])=CC=1.C(OCC)(=O)C. Product: [C:1]([O:5][C:6]([N:8]1[CH2:9][CH2:10][CH:11]([C:14]2[CH:19]=[C:18]([F:20])[CH:17]=[CH:16][C:15]=2[O:21][S:31]([C:34]([F:37])([F:36])[F:35])(=[O:33])=[O:32])[CH2:12][CH2:13]1)=[O:7])([CH3:4])([CH3:2])[CH3:3]. The catalyst class is: 334. (4) Reactant: [CH:1]1([CH2:6][NH:7][C:8]2[CH:13]=[CH:12][C:11]([Cl:14])=[C:10]([Cl:15])[CH:9]=2)[CH2:5][CH2:4][CH2:3]C1.C(N(CC)CC)C.ClC(Cl)(O[C:27](=[O:33])OC(Cl)(Cl)Cl)Cl.[NH2:35][C:36]1[S:37][CH:38]=[CH:39][N:40]=1. Product: [CH:6]1([N:7]([C:8]2[CH:13]=[CH:12][C:11]([Cl:14])=[C:10]([Cl:15])[CH:9]=2)[C:27]([NH:35][C:36]2[S:37][CH:38]=[CH:39][N:40]=2)=[O:33])[CH2:3][CH2:4][CH2:5][CH2:1]1. The catalyst class is: 2.